From a dataset of Peptide-MHC class II binding affinity with 134,281 pairs from IEDB. Regression. Given a peptide amino acid sequence and an MHC pseudo amino acid sequence, predict their binding affinity value. This is MHC class II binding data. (1) The peptide sequence is RCALHWFPGSHLLAC. The MHC is DRB1_0301 with pseudo-sequence DRB1_0301. The binding affinity (normalized) is 0.0873. (2) The peptide sequence is TVFMSMENPGLWILGCHNSD. The MHC is DRB1_1101 with pseudo-sequence DRB1_1101. The binding affinity (normalized) is 0.